Dataset: Forward reaction prediction with 1.9M reactions from USPTO patents (1976-2016). Task: Predict the product of the given reaction. (1) Given the reactants [Cl:1][C:2]1[CH:22]=[C:21]([F:23])[C:20]([N:24]2[C:29](=[O:30])[CH:28]=[C:27]([C:31]([F:34])([F:33])[F:32])[N:26]([CH3:35])[C:25]2=[O:36])=[CH:19][C:3]=1[O:4][C:5]1[CH:18]=[CH:17][C:8]([O:9]CC2C=CC=CC=2)=[CH:7][CH:6]=1.C(OCC)(=O)C, predict the reaction product. The product is: [Cl:1][C:2]1[CH:22]=[C:21]([F:23])[C:20]([N:24]2[C:29](=[O:30])[CH:28]=[C:27]([C:31]([F:32])([F:33])[F:34])[N:26]([CH3:35])[C:25]2=[O:36])=[CH:19][C:3]=1[O:4][C:5]1[CH:6]=[CH:7][C:8]([OH:9])=[CH:17][CH:18]=1. (2) Given the reactants [OH:1][CH2:2][CH2:3][NH2:4].[C:5]1(=O)[CH2:10][CH2:9][CH2:8][CH2:7][CH2:6]1, predict the reaction product. The product is: [O:1]1[C:5]2([CH2:10][CH2:9][CH2:8][CH2:7][CH2:6]2)[NH:4][CH2:3][CH2:2]1.